From a dataset of Full USPTO retrosynthesis dataset with 1.9M reactions from patents (1976-2016). Predict the reactants needed to synthesize the given product. Given the product [CH3:1][NH:2][S:3]([C:6]1[CH:7]=[C:8]([O:12][C:13]2[CH:18]=[CH:17][C:16]([N+:19]([O-:21])=[O:20])=[CH:15][CH:14]=2)[CH:9]=[CH:10][CH:11]=1)(=[O:4])=[O:5], predict the reactants needed to synthesize it. The reactants are: [CH3:1][NH:2][S:3]([C:6]1[CH:7]=[C:8]([O:12][C:13]2[CH:18]=[CH:17][CH:16]=[CH:15][CH:14]=2)[CH:9]=[CH:10][CH:11]=1)(=[O:5])=[O:4].[N:19]([O-:21])=[O:20].[Na+].